Dataset: Full USPTO retrosynthesis dataset with 1.9M reactions from patents (1976-2016). Task: Predict the reactants needed to synthesize the given product. (1) Given the product [F:21][C:22]1[CH:29]=[CH:28][C:25]([CH2:26][N:1]2[CH2:5][CH2:4][CH2:3][C@@H:2]2[C:6]([NH:8][C@H:9]([C:11]2[CH:12]=[CH:13][C:14]([C:15]([O:17][CH3:18])=[O:16])=[CH:19][CH:20]=2)[CH3:10])=[O:7])=[CH:24][CH:23]=1, predict the reactants needed to synthesize it. The reactants are: [NH:1]1[CH2:5][CH2:4][CH2:3][C@@H:2]1[C:6]([NH:8][C@H:9]([C:11]1[CH:20]=[CH:19][C:14]([C:15]([O:17][CH3:18])=[O:16])=[CH:13][CH:12]=1)[CH3:10])=[O:7].[F:21][C:22]1[CH:29]=[CH:28][C:25]([CH2:26]Br)=[CH:24][CH:23]=1.C([O-])([O-])=O.[Na+].[Na+]. (2) Given the product [Cl:36][C:12]1[CH:13]=[CH:14][C:9]([O:8][CH3:7])=[C:10]([C:19]2[CH2:24][CH2:23][CH2:22][CH2:21][C:20]=2[C:25]2[N:30]=[C:29]([C:31]([O:33][CH2:34][CH3:35])=[O:32])[CH:28]=[CH:27][CH:26]=2)[CH:11]=1, predict the reactants needed to synthesize it. The reactants are: C1([CH2:7][O:8][C:9]2[CH:14]=[CH:13][C:12](C(F)(F)F)=[CH:11][C:10]=2[C:19]2[CH2:24][CH2:23][CH2:22][CH2:21][C:20]=2[C:25]2[N:30]=[C:29]([C:31]([O:33][CH2:34][CH3:35])=[O:32])[CH:28]=[CH:27][CH:26]=2)C=CC=CC=1.[Cl:36]C1C=CC(OC)=C(C2CCCCC=2B(O)O)C=1. (3) Given the product [Cl:24][C:2]1[N:3]=[N+:4]([O-:12])[C:5]2[CH:11]=[CH:10][CH:9]=[CH:8][C:6]=2[N:7]=1, predict the reactants needed to synthesize it. The reactants are: O[C:2]1[N:3]=[N+:4]([O-:12])[C:5]2[CH:11]=[CH:10][CH:9]=[CH:8][C:6]=2[N:7]=1.CN(C)C1C=CC=CC=1.O=P(Cl)(Cl)[Cl:24]. (4) The reactants are: C(OC(=O)C)(=O)C.[O:8]1[C:18]2[C:13](=[CH:14][CH:15]=[CH:16][CH:17]=2)[CH:12]=[CH:11][C:9]1=[O:10].C(O)(=O)C.C(O)(=O)C.[I:27][C:28]1[CH:33]=[CH:32][CH:31]=[CH:30][CH:29]=1.S(=O)(=O)(O)O.[F:39][P-:40]([F:45])([F:44])([F:43])([F:42])[F:41].[K+]. Given the product [F:39][P-:40]([F:45])([F:44])([F:43])([F:42])[F:41].[C:28]1([I+:27][C:16]2[CH:17]=[C:18]3[C:13]([CH:12]=[CH:11][C:9](=[O:10])[O:8]3)=[CH:14][CH:15]=2)[CH:33]=[CH:32][CH:31]=[CH:30][CH:29]=1, predict the reactants needed to synthesize it. (5) The reactants are: [CH:1]1([CH:5]=O)[CH2:4][CH2:3][CH2:2]1.[CH3:7][C:8]([S@@:11]([NH2:13])=[O:12])([CH3:10])[CH3:9].S([O-])([O-])(=O)=O.[Mg+2]. Given the product [CH:1]1(/[CH:5]=[N:13]/[S@:11]([C:8]([CH3:10])([CH3:9])[CH3:7])=[O:12])[CH2:4][CH2:3][CH2:2]1, predict the reactants needed to synthesize it. (6) Given the product [Cl:1][C:2]1[CH:3]=[C:4]([C:9]2[N:13]([CH3:14])[N:12]=[C:11]([C:15](=[N:35][NH:34][C:32]([C:30]3[CH:29]=[CH:28][C:23]([C:24]([O:26][CH3:27])=[O:25])=[C:22]([N+:19]([O-:21])=[O:20])[CH:31]=3)=[O:33])[CH3:16])[C:10]=2[OH:18])[CH:5]=[CH:6][C:7]=1[Cl:8], predict the reactants needed to synthesize it. The reactants are: [Cl:1][C:2]1[CH:3]=[C:4]([C:9]2[N:13]([CH3:14])[N:12]=[C:11]([C:15](=O)[CH3:16])[C:10]=2[OH:18])[CH:5]=[CH:6][C:7]=1[Cl:8].[N+:19]([C:22]1[CH:31]=[C:30]([C:32]([NH:34][NH2:35])=[O:33])[CH:29]=[CH:28][C:23]=1[C:24]([O:26][CH3:27])=[O:25])([O-:21])=[O:20].O.S(C1C=CC(C)=CC=1)(O)(=O)=O.